The task is: Binary Classification. Given a miRNA mature sequence and a target amino acid sequence, predict their likelihood of interaction.. This data is from Experimentally validated miRNA-target interactions with 360,000+ pairs, plus equal number of negative samples. (1) The miRNA is hsa-miR-1827 with sequence UGAGGCAGUAGAUUGAAU. Result: 1 (interaction). The protein sequence of the target gene is MPTTQQSPQDEQEKLLDEAIQAVKVQSFQMKRCLDKNKLMDALKHASNMLGELRTSMLSPKSYYELYMAISDELHYLEVYLTDEFAKGRKVADLYELVQYAGNIIPRLYLLITVGVVYVKSFPQSRKDILKDLVEMCRGVQHPLRGLFLRNYLLQCTRNILPDEGEPTDEETTGDISDSMDFVLLNFAEMNKLWVRMQHQGHSRDREKRERERQELRILVGTNLVRLSQLEGVNVERYKQIVLTGILEQVVNCRDALAQEYLMECIIQVFPDEFHLQTLNPFLRACAELHQNVNVKNIII.... (2) The miRNA is hsa-miR-3179 with sequence AGAAGGGGUGAAAUUUAAACGU. The protein sequence of the target gene is MADFGISAGQFVAVVWDKSSPVEALKGLVDKLQALTGNEGRVSVENIKQLLQSAHKESSFDIILSGLVPGSTTLHSAEILAEIARILRPGGCLFLKEPVETAVDNNSKVKTASKLCSALTLSGLVEVKELQREPLTPEEVQSVREHLGHESDNLLFVQITGKKPNFEVGSSRQLKLSITKKSSPSVKPAVDPAAAKLWTLSANDMEDDSMDLIDSDELLDPEDLKKPDPASLRAASCGEGKKRKACKNCTCGLAEELEKEKSREQMSSQPKSACGNCYLGDAFRCASCPYLGMPAFKPGE.... Result: 1 (interaction). (3) The miRNA is hsa-miR-181a-3p with sequence ACCAUCGACCGUUGAUUGUACC. The protein sequence of the target gene is MSELEKAMVALIDVFHQYSGREGDKHKLKKSELKELINNELSHFLEEIKEQEVVDKVMETLDEDGDGECDFQEFMAFVAMVTTACHEFFEHE. Result: 0 (no interaction). (4) The miRNA is hsa-miR-3945 with sequence AGGGCAUAGGAGAGGGUUGAUAU. The protein sequence of the target gene is MELPLSQATLRHTLLLLPALLSSGQGELAPQIDGQTWAERALRENEHHAFTCRVAGGSATPRLAWYLDGQLQEATTSRLLSVGGDAFSGGTSTFTVTAQRSQHELNCSLQDPGSGRPANASVILNVQFKPEIAQVGAKYQEAQGPGLLVVLFALVRANPPANVTWIDQDGPVTVNASDFLVLDAQNYPWLTNHTVQLQLRSLAHNLSVVATNDVGVTSASLPAPGLLATRIEVPLLGIVVAGGLALGTLVGFSTLVACLVCRKEKKTKGPSRRPSLISSDSNNLKLNNVRLPRENMSLPS.... Result: 0 (no interaction). (5) The miRNA is hsa-miR-6500-5p with sequence AGGAGCUAUCCACUCCAGGUGUCC. The protein sequence of the target gene is MCGPAMFPAGPPWPRVRVVQVLWALLAVLLASWRLWAIKDFQECTWQVVLNEFKRVGESGVSDSFFEQEPVDTVSSLFHMLVDSPIDPSEKYLGFPYYLKINYSCEEKPSEDLVRMGHLTGLKPLVLVTFQSPVNFYRWKIEQLQIQMEAAPFRSKEPCMAEEVCSMSWYTPMPIKKGSVVMRVDISSNGLGTFIPDKRFQMNINGFLKRDRDNNIQFTVGEELFNLMPQYFVGVSSRPLWHTVDQSPVLILGGIPNEKYVLMTDTSFKDFSLVELSIDSCWVGSFYCPHSGFTATIYDT.... Result: 0 (no interaction). (6) The protein sequence of the target gene is MTLQELVHKAASCYMDRVAVCFDECNNQLPVYYTYKTVVNAASELSNFLLLHCDFQGIREIGLYCQPGIDLPSWILGILQVPAAYVPIEPDSPPSLSTHFMKKCNLKYILVEKKQINKFKSFHETLLNYDTFTVEHNDLVLFRLHWKNTEVNLMLNDGKEKYEKEKIKSISSEHVNEEKAEEHMDLRLKHCLAYVLHTSGTTGIPKIVRVPHKCIVPNIQHFRVLFDITQEDVLFLASPLTFDPSVVEIFLALSSGASLLIVPTSVKLLPSKLASVLFSHHRVTVLQATPTLLRRFGSQL.... The miRNA is mmu-miR-883b-3p with sequence UAACUGCAACAUCUCUCAGUAU. Result: 0 (no interaction).